Dataset: hERG potassium channel inhibition data for cardiac toxicity prediction from Karim et al.. Task: Regression/Classification. Given a drug SMILES string, predict its toxicity properties. Task type varies by dataset: regression for continuous values (e.g., LD50, hERG inhibition percentage) or binary classification for toxic/non-toxic outcomes (e.g., AMES mutagenicity, cardiotoxicity, hepatotoxicity). Dataset: herg_karim. (1) The compound is CN1CCN(Cc2ccc3nc(Nc4ccc(C(F)(F)F)cn4)[nH]c3c2)CC1. The result is 0 (non-blocker). (2) The drug is CN(C)C(=O)C(C1CCC(c2ccc3ncnn3c2)CC1)C(N)C(=O)N1CCC(F)(F)C1. The result is 0 (non-blocker).